From a dataset of Forward reaction prediction with 1.9M reactions from USPTO patents (1976-2016). Predict the product of the given reaction. (1) Given the reactants Cl[CH2:2][C:3]1[C:12]2[C:7](=[CH:8][C:9]([NH:13][S:14]([C:17]3[CH:22]=[CH:21][CH:20]=[CH:19][C:18]=3[N+:23]([O-:25])=[O:24])(=[O:16])=[O:15])=[CH:10][CH:11]=2)[O:6][C:5](=[O:26])[CH:4]=1.Cl.[OH-:28].[Na+], predict the reaction product. The product is: [N+:23]([C:18]1[CH:19]=[CH:20][CH:21]=[CH:22][C:17]=1[S:14]([NH:13][C:9]1[CH:10]=[CH:11][C:12]2[C:3]([CH2:4][C:5]([OH:26])=[O:28])=[CH:2][O:6][C:7]=2[CH:8]=1)(=[O:15])=[O:16])([O-:25])=[O:24]. (2) Given the reactants [NH2:1][C:2]1[CH:3]=[C:4]([N:17]([CH3:24])[C:18](=[O:23])[C:19]([F:22])([F:21])[F:20])[CH:5]=[CH:6][C:7]=1[NH:8][CH2:9][CH2:10][C:11]1[CH:12]=[N:13][CH:14]=[CH:15][CH:16]=1.[CH3:25][O:26][C:27]([NH:29]NC(=N[NH:29][C:27]([O:26][CH3:25])=[O:28])SC)=[O:28].[C:40]1(C)C=CC(S(O)(=O)=O)=CC=1, predict the reaction product. The product is: [CH3:25][O:26][C:27](=[O:28])[NH:29][C:40]1[N:8]([CH2:9][CH2:10][C:11]2[CH:12]=[N:13][CH:14]=[CH:15][CH:16]=2)[C:7]2[CH:6]=[CH:5][C:4]([N:17]([CH3:24])[C:18](=[O:23])[C:19]([F:22])([F:20])[F:21])=[CH:3][C:2]=2[N:1]=1. (3) The product is: [CH3:39][C:36]1[CH:37]=[CH:38][C:33]([NH:32][C:6]([C:8]2[CH:19]=[C:18]([O:20][C:21]3[CH:26]=[CH:25][C:24]([S:27]([CH3:30])(=[O:28])=[O:29])=[C:23]([F:31])[CH:22]=3)[C:11]3[CH2:12][C:13]([CH2:16][OH:17])([CH3:15])[O:14][C:10]=3[CH:9]=2)=[O:5])=[N:34][CH:35]=1. Given the reactants C([O:5][C:6]([C:8]1[CH:19]=[C:18]([O:20][C:21]2[CH:26]=[CH:25][C:24]([S:27]([CH3:30])(=[O:29])=[O:28])=[C:23]([F:31])[CH:22]=2)[C:11]2[CH2:12][C:13]([CH2:16][OH:17])([CH3:15])[O:14][C:10]=2[CH:9]=1)=O)(C)(C)C.[NH2:32][C:33]1[CH:38]=[CH:37][C:36]([CH3:39])=[CH:35][N:34]=1, predict the reaction product.